This data is from HIV replication inhibition screening data with 41,000+ compounds from the AIDS Antiviral Screen. The task is: Binary Classification. Given a drug SMILES string, predict its activity (active/inactive) in a high-throughput screening assay against a specified biological target. The drug is C#CCCCCC#Cc1ccccc1C(=O)OC. The result is 0 (inactive).